Dataset: Forward reaction prediction with 1.9M reactions from USPTO patents (1976-2016). Task: Predict the product of the given reaction. (1) Given the reactants [Cl:1][C:2]1[CH:7]=[CH:6][C:5]([CH:8]2[CH2:13][S:12](=[O:15])(=[O:14])[N:11]=[C:10](SC)[NH:9]2)=[CH:4][CH:3]=1.[OH-:18].[Na+], predict the reaction product. The product is: [Cl:1][C:2]1[CH:7]=[CH:6][C:5]([CH:8]2[CH2:13][S:12](=[O:15])(=[O:14])[NH:11][C:10](=[O:18])[NH:9]2)=[CH:4][CH:3]=1. (2) Given the reactants [Cl:1][C:2]1[CH:7]=[CH:6][C:5]([CH:8]2[CH2:14][C:13](=[O:15])[O:12][C:10](=O)[CH2:9]2)=[CH:4][CH:3]=1.[Cl:16][C:17]1[CH:25]=[C:21]([C:22]([NH2:24])=[O:23])[C:20]([NH2:26])=[CH:19][CH:18]=1, predict the reaction product. The product is: [Cl:1][C:2]1[CH:3]=[CH:4][C:5]([CH:8]([CH2:9][C:10]2[N:24]=[C:22]([OH:23])[C:21]3[C:20](=[CH:19][CH:18]=[C:17]([Cl:16])[CH:25]=3)[N:26]=2)[CH2:14][C:13]([OH:12])=[O:15])=[CH:6][CH:7]=1.